This data is from Catalyst prediction with 721,799 reactions and 888 catalyst types from USPTO. The task is: Predict which catalyst facilitates the given reaction. Reactant: Br[C:2]1[CH:3]=[C:4]([S:8][CH3:9])[CH:5]=[CH:6][CH:7]=1.[CH2:10]([Li])[CH2:11][CH2:12][CH3:13].[N:15]([C:24]([O:26]C(C)(C)C)=[O:25])=[N:16][C:17]([O:19][C:20]([CH3:23])(C)C)=[O:18].O.[CH2:32]1COC[CH2:33]1. Product: [CH3:9][S:8][C:4]1[CH:3]=[C:2]([N:16]([C:17]([O:19][CH2:20][CH2:23][CH2:32][CH3:33])=[O:18])[NH:15][C:24]([O:26][CH2:10][CH2:11][CH2:12][CH3:13])=[O:25])[CH:7]=[CH:6][CH:5]=1. The catalyst class is: 81.